From a dataset of Forward reaction prediction with 1.9M reactions from USPTO patents (1976-2016). Predict the product of the given reaction. (1) Given the reactants [N:1]1[CH:6]=[CH:5][C:4]([C:7]2[O:8][C:9]3[C:15]([C:16]([O:18]C)=O)=[CH:14][CH:13]=[CH:12][C:10]=3[N:11]=2)=[CH:3][CH:2]=1.O.[NH4+:21], predict the reaction product. The product is: [N:1]1[CH:6]=[CH:5][C:4]([C:7]2[O:8][C:9]3[C:15]([C:16]([NH2:21])=[O:18])=[CH:14][CH:13]=[CH:12][C:10]=3[N:11]=2)=[CH:3][CH:2]=1. (2) Given the reactants C(OC(=O)[NH:7][CH2:8][C:9]1[CH:14]=[C:13]([N:15]2[CH2:20][CH2:19]N(C)[CH2:17][CH2:16]2)[CH:12]=[C:11]([Cl:22])[C:10]=1[F:23])(C)(C)C.Cl.[O:26]1[CH2:31]COC[CH2:27]1, predict the reaction product. The product is: [Cl:22][C:11]1[C:10]([F:23])=[C:9]([CH:14]=[C:13]([N:15]2[CH2:16][CH2:17][CH:27]([O:26][CH3:31])[CH2:19][CH2:20]2)[CH:12]=1)[CH2:8][NH2:7]. (3) Given the reactants [Cl:1][C:2]1[CH:3]=[CH:4][C:5]2[S:9][C:8](=[O:10])[N:7]([CH2:11][CH2:12][CH2:13][CH:14]3[O:18][N:17]=[C:16]([C:19](=O)[CH2:20]Cl)[CH2:15]3)[C:6]=2[CH:23]=1.[Br-].[Na+].[CH3:26][C:27]1[N:31]([CH2:32][C:33]([N:35]2[CH2:40][CH2:39][CH:38]([C:41](=[S:43])[NH2:42])[CH2:37][CH2:36]2)=[O:34])[N:30]=[C:29]([C:44]([F:47])([F:46])[F:45])[CH:28]=1.C(#N)C, predict the reaction product. The product is: [Cl:1][C:2]1[CH:3]=[CH:4][C:5]2[S:9][C:8](=[O:10])[N:7]([CH2:11][CH2:12][CH2:13][CH:14]3[O:18][N:17]=[C:16]([C:19]4[N:42]=[C:41]([CH:38]5[CH2:39][CH2:40][N:35]([C:33](=[O:34])[CH2:32][N:31]6[C:27]([CH3:26])=[CH:28][C:29]([C:44]([F:47])([F:46])[F:45])=[N:30]6)[CH2:36][CH2:37]5)[S:43][CH:20]=4)[CH2:15]3)[C:6]=2[CH:23]=1. (4) Given the reactants [Br:1][C:2]1[CH:7]=[CH:6][C:5]([NH:8][C:9]2[C:14]([C:15]([NH:17][NH2:18])=[O:16])=[CH:13][N:12]3[CH:19]=[CH:20][N:21]=[C:11]3[C:10]=2[Cl:22])=[C:4]([F:23])[CH:3]=1.[C:24](=S)=[S:25].[OH-].[K+].Cl, predict the reaction product. The product is: [Br:1][C:2]1[CH:7]=[CH:6][C:5]([NH:8][C:9]2[C:14]([C:15]3[O:16][C:24]([SH:25])=[N:18][N:17]=3)=[CH:13][N:12]3[CH:19]=[CH:20][N:21]=[C:11]3[C:10]=2[Cl:22])=[C:4]([F:23])[CH:3]=1. (5) Given the reactants Cl[C:2]1[N:7]=[C:6]([Cl:8])[N:5]=[C:4]([N:9]2[CH2:14][CH2:13][O:12][CH2:11][CH2:10]2)[N:3]=1.Cl.[CH:16]12[NH:23][CH:20]([CH2:21][CH2:22]1)[CH2:19][O:18][CH2:17]2.CCN(CC)CC, predict the reaction product. The product is: [Cl:8][C:6]1[N:5]=[C:4]([N:9]2[CH2:14][CH2:13][O:12][CH2:11][CH2:10]2)[N:3]=[C:2]([N:23]2[CH:16]3[CH2:22][CH2:21][CH:20]2[CH2:19][O:18][CH2:17]3)[N:7]=1. (6) The product is: [CH2:16]([O:9][C:8](=[O:10])[CH2:7][C:1]1[CH:6]=[CH:5][CH:4]=[CH:3][CH:2]=1)[CH3:17]. Given the reactants [C:1]1([CH2:7][C:8]([OH:10])=[O:9])[CH:6]=[CH:5][CH:4]=[CH:3][CH:2]=1.S(=O)(=O)(O)O.[CH2:16](O)[CH3:17], predict the reaction product. (7) The product is: [CH3:8][NH:9][CH2:10][CH2:11][N:12]1[CH2:17][CH2:16][S:15][C:14]2[CH:18]=[C:19]([N+:22]([O-:24])=[O:23])[CH:20]=[CH:21][C:13]1=2. Given the reactants ClC(OC(Cl)C)=O.[CH3:8][N:9](C)[CH2:10][CH2:11][N:12]1[CH2:17][CH2:16][S:15][C:14]2[CH:18]=[C:19]([N+:22]([O-:24])=[O:23])[CH:20]=[CH:21][C:13]1=2, predict the reaction product.